From a dataset of Catalyst prediction with 721,799 reactions and 888 catalyst types from USPTO. Predict which catalyst facilitates the given reaction. (1) Reactant: [CH3:1][O:2][C:3]1[C:8]([C:9]2[C:22]3[C:17](=[CH:18][C:19]([O:25][CH2:26][CH3:27])=[C:20]([O:23][CH3:24])[CH:21]=3)[C@@H:16]3[C@@H:11]([CH2:12][CH2:13][C@@H:14]([OH:28])[CH2:15]3)[N:10]=2)=[CH:7][CH:6]=[C:5]([O:29][CH3:30])[N:4]=1.[C:31]1([CH3:41])[CH:36]=[CH:35][C:34]([S:37](O)(=[O:39])=[O:38])=[CH:33][CH:32]=1. Product: [S:37]([O:28][C@@H:14]1[CH2:13][CH2:12][C@@H:11]2[C@@H:16]([C:17]3[C:22]([C:9]([C:8]4[C:3]([O:2][CH3:1])=[N:4][C:5]([O:29][CH3:30])=[CH:6][CH:7]=4)=[N:10]2)=[CH:21][C:20]([O:23][CH3:24])=[C:19]([O:25][CH2:26][CH3:27])[CH:18]=3)[CH2:15]1)([C:34]1[CH:35]=[CH:36][C:31]([CH3:41])=[CH:32][CH:33]=1)(=[O:39])=[O:38]. The catalyst class is: 41. (2) Reactant: [Si]([O:8][CH2:9][CH:10]1[O:14][N:13]=[C:12]([C:15]2[CH:20]=[CH:19][C:18]([C:21]3[CH:26]=[CH:25][C:24]([N:27]4[CH2:31][C@H:30]([CH2:32][NH:33][C:34](=[O:36])[CH3:35])[O:29][C:28]4=[O:37])=[CH:23][C:22]=3[F:38])=[C:17]([F:39])[CH:16]=2)[CH2:11]1)(C(C)(C)C)(C)C.[F-].C([N+](CCCC)(CCCC)CCCC)CCC.O1CCCC1.O. Product: [F:38][C:22]1[CH:23]=[C:24]([N:27]2[CH2:31][C@H:30]([CH2:32][NH:33][C:34](=[O:36])[CH3:35])[O:29][C:28]2=[O:37])[CH:25]=[CH:26][C:21]=1[C:18]1[CH:19]=[CH:20][C:15]([C:12]2[CH2:11][CH:10]([CH2:9][OH:8])[O:14][N:13]=2)=[CH:16][C:17]=1[F:39]. The catalyst class is: 4. (3) Reactant: [OH-].[Na+].[F:3][C:4]1[CH:9]=[CH:8][C:7]([C:10]2[S:11][CH:12]=[C:13]([C:15]3[N:24]=[CH:23][CH:22]=[CH:21][C:16]=3[C:17]([O:19]C)=[O:18])[N:14]=2)=[CH:6][CH:5]=1. Product: [F:3][C:4]1[CH:9]=[CH:8][C:7]([C:10]2[S:11][CH:12]=[C:13]([C:15]3[N:24]=[CH:23][CH:22]=[CH:21][C:16]=3[C:17]([OH:19])=[O:18])[N:14]=2)=[CH:6][CH:5]=1. The catalyst class is: 5. (4) Reactant: [Cl:1][C:2]1[CH:7]=[CH:6][C:5]([NH:8]C(=O)C)=[C:4]([F:12])[C:3]=1[CH2:13][CH3:14].Cl. Product: [Cl:1][C:2]1[CH:7]=[CH:6][C:5]([NH2:8])=[C:4]([F:12])[C:3]=1[CH2:13][CH3:14]. The catalyst class is: 5. (5) Product: [CH2:24]([O:23][CH2:22][C:21]1[N:20]=[C:19]([NH2:31])[N:18]=[C:17]([NH2:32])[C:16]=1[C:13]1[CH:12]=[CH:11][C:10]([NH:9][CH2:7][CH:4]2[CH2:3][CH2:2][O:1][CH2:6][CH2:5]2)=[CH:15][CH:14]=1)[C:25]1[CH:26]=[CH:27][CH:28]=[CH:29][CH:30]=1. The catalyst class is: 2. Reactant: [O:1]1[CH2:6][CH2:5][CH:4]([CH:7]=O)[CH2:3][CH2:2]1.[NH2:9][C:10]1[CH:15]=[CH:14][C:13]([C:16]2[C:17]([NH2:32])=[N:18][C:19]([NH2:31])=[N:20][C:21]=2[CH2:22][O:23][CH2:24][C:25]2[CH:30]=[CH:29][CH:28]=[CH:27][CH:26]=2)=[CH:12][CH:11]=1.C([BH3-])#N.[Na+].